This data is from Reaction yield outcomes from USPTO patents with 853,638 reactions. The task is: Predict the reaction yield, written as a fraction of the theoretical maximum amount of product (1.0 means a 100% yield; for example, 0.34 means a 34% yield). (1) The reactants are Cl.[CH:2]([C:5]1[CH:6]=[C:7]([C:11]2([NH2:17])[CH2:16][CH2:15][CH2:14][CH2:13][CH2:12]2)[CH:8]=[CH:9][CH:10]=1)([CH3:4])[CH3:3].[OH-].[Na+].[CH2:20]([O:27][C:28]1[CH:33]=[CH:32][C:31]([CH2:34][C@H:35]([NH:39][C:40](=[O:46])[O:41][C:42]([CH3:45])([CH3:44])[CH3:43])[C@H:36]2[CH2:38][O:37]2)=[CH:30][C:29]=1[F:47])[C:21]1[CH:26]=[CH:25][CH:24]=[CH:23][CH:22]=1. The catalyst is C(OCC)(=O)C. The product is [F:47][C:29]1[CH:30]=[C:31]([CH:32]=[CH:33][C:28]=1[O:27][CH2:20][C:21]1[CH:22]=[CH:23][CH:24]=[CH:25][CH:26]=1)[CH2:34][C@H:35]([NH:39][C:40](=[O:46])[O:41][C:42]([CH3:45])([CH3:43])[CH3:44])[C@H:36]([OH:37])[CH2:38][NH:17][C:11]1([C:7]2[CH:8]=[CH:9][CH:10]=[C:5]([CH:2]([CH3:4])[CH3:3])[CH:6]=2)[CH2:16][CH2:15][CH2:14][CH2:13][CH2:12]1. The yield is 0.540. (2) The product is [NH:1]1[C:9]2[C:4](=[CH:5][CH:6]=[CH:7][CH:8]=2)[C:3]([C:10](=[O:31])[CH:11]([N:18]([C:23]2[CH:28]=[CH:27][CH:26]=[C:25]([O:29][CH3:30])[CH:24]=2)[C:19](=[O:22])[CH2:20][N:33]([CH3:34])[CH3:32])[C:12]2[CH:17]=[CH:16][CH:15]=[CH:14][CH:13]=2)=[CH:2]1. The catalyst is C1COCC1. The yield is 0.570. The reactants are [NH:1]1[C:9]2[C:4](=[CH:5][CH:6]=[CH:7][CH:8]=2)[C:3]([C:10](=[O:31])[CH:11]([N:18]([C:23]2[CH:28]=[CH:27][CH:26]=[C:25]([O:29][CH3:30])[CH:24]=2)[C:19](=[O:22])[CH2:20]Cl)[C:12]2[CH:17]=[CH:16][CH:15]=[CH:14][CH:13]=2)=[CH:2]1.[CH3:32][NH:33][CH3:34]. (3) The reactants are [C:1]([C:4]1[CH:44]=[CH:43][C:7]([O:8][C@H:9]2[CH2:14][CH2:13][C@H:12]([N:15]3[C:20](=[O:21])[C:19]([CH2:22][C:23]4[CH:28]=[CH:27][C:26]([C:29]5[C:30]([C:35]#[N:36])=[CH:31][CH:32]=[CH:33][CH:34]=5)=[CH:25][CH:24]=4)=[C:18]([CH2:37][CH2:38][CH3:39])[N:17]4[N:40]=[CH:41][N:42]=[C:16]34)[CH2:11][CH2:10]2)=[CH:6][CH:5]=1)(=[O:3])[CH3:2].[CH3:45][Mg]Br.Cl. The catalyst is O1CCCC1. The product is [OH:3][C:1]([C:4]1[CH:5]=[CH:6][C:7]([O:8][C@H:9]2[CH2:14][CH2:13][C@H:12]([N:15]3[C:20](=[O:21])[C:19]([CH2:22][C:23]4[CH:28]=[CH:27][C:26]([C:29]5[C:30]([C:35]#[N:36])=[CH:31][CH:32]=[CH:33][CH:34]=5)=[CH:25][CH:24]=4)=[C:18]([CH2:37][CH2:38][CH3:39])[N:17]4[N:40]=[CH:41][N:42]=[C:16]34)[CH2:11][CH2:10]2)=[CH:43][CH:44]=1)([CH3:45])[CH3:2]. The yield is 0.600. (4) The reactants are S(=O)(=O)(O)O.[CH3:6][O:7][C:8](=[O:19])[C:9]1[CH:14]=[C:13]([N+:15]([O-:17])=[O:16])[CH:12]=[CH:11][C:10]=1[Br:18].[N+:20]([O-])([OH:22])=[O:21]. The catalyst is C(OCC)(=O)C. The product is [CH3:6][O:7][C:8](=[O:19])[C:9]1[CH:14]=[C:13]([N+:15]([O-:17])=[O:16])[CH:12]=[C:11]([N+:20]([O-:22])=[O:21])[C:10]=1[Br:18]. The yield is 0.650. (5) The reactants are [CH2:1]([O:3][C:4](=[O:25])[CH2:5][O:6][C:7]1[C:16]([N:17]2[CH2:23][CH2:22][CH2:21][NH:20][CH2:19][CH2:18]2)=[C:15]2[C:10]([CH:11]=[CH:12][CH:13]=[N:14]2)=[CH:9][C:8]=1[CH3:24])[CH3:2].[C:26]1([N:32]2[CH:36]=[CH:35][C:34]([CH:37]=O)=[N:33]2)[CH:31]=[CH:30][CH:29]=[CH:28][CH:27]=1.[BH-](OC(C)=O)(OC(C)=O)OC(C)=O.[Na+]. The catalyst is ClCCCl. The product is [CH2:1]([O:3][C:4](=[O:25])[CH2:5][O:6][C:7]1[C:16]([N:17]2[CH2:23][CH2:22][CH2:21][N:20]([CH2:37][C:34]3[CH:35]=[CH:36][N:32]([C:26]4[CH:27]=[CH:28][CH:29]=[CH:30][CH:31]=4)[N:33]=3)[CH2:19][CH2:18]2)=[C:15]2[C:10]([CH:11]=[CH:12][CH:13]=[N:14]2)=[CH:9][C:8]=1[CH3:24])[CH3:2]. The yield is 0.570. (6) The reactants are [Br:1][C:2]1[C:7]2[N:8]=[C:9]([C:11]3[CH:16]=[CH:15][CH:14]=[C:13]([O:17]C)[C:12]=3[CH:19]([CH3:21])[CH3:20])[S:10][C:6]=2[CH:5]=[C:4]([O:22]C)[CH:3]=1.B(Br)(Br)Br. No catalyst specified. The product is [Br:1][C:2]1[C:7]2[N:8]=[C:9]([C:11]3[CH:16]=[CH:15][CH:14]=[C:13]([OH:17])[C:12]=3[CH:19]([CH3:20])[CH3:21])[S:10][C:6]=2[CH:5]=[C:4]([OH:22])[CH:3]=1. The yield is 0.540. (7) The yield is 0.530. The catalyst is O. The reactants are [O:1]1CCC[CH2:2]1.Br[C:7]1[CH:21]=[CH:20][C:10]([CH2:11][O:12][C:13]2[C:18]([F:19])=[CH:17][CH:16]=[CH:15][N:14]=2)=[CH:9][CH:8]=1.C([Li])CCC.CN(C)C=O. The product is [F:19][C:18]1[C:13]([O:12][CH2:11][C:10]2[CH:20]=[CH:21][C:7]([CH:2]=[O:1])=[CH:8][CH:9]=2)=[N:14][CH:15]=[CH:16][CH:17]=1. (8) The reactants are O.[NH2:2][NH2:3].Cl[C:5]1[CH:13]=[CH:12][C:11]([N+:14]([O-:16])=[O:15])=[CH:10][C:6]=1[C:7](O)=[O:8].Cl. The catalyst is C(O)C. The product is [N+:14]([C:11]1[CH:10]=[C:6]2[C:5](=[CH:13][CH:12]=1)[NH:3][NH:2][C:7]2=[O:8])([O-:16])=[O:15]. The yield is 0.270.